From a dataset of Full USPTO retrosynthesis dataset with 1.9M reactions from patents (1976-2016). Predict the reactants needed to synthesize the given product. (1) Given the product [CH3:21][N:18]1[CH2:19][CH2:20][N:15]([C:8]2[CH:7]=[C:6]([CH2:5][C:4]([NH2:23])=[O:3])[C:11]([N+:12]([O-:14])=[O:13])=[CH:10][N:9]=2)[CH2:16][CH2:17]1, predict the reactants needed to synthesize it. The reactants are: C([O:3][C:4](=O)[CH2:5][C:6]1[C:11]([N+:12]([O-:14])=[O:13])=[CH:10][N:9]=[C:8]([N:15]2[CH2:20][CH2:19][N:18]([CH3:21])[CH2:17][CH2:16]2)[CH:7]=1)C.[NH3:23]. (2) Given the product [F:55][C:56]1[CH:61]=[CH:60][CH:59]=[C:58]([F:62])[C:57]=1[NH:63][C:5]([N:42]1[CH2:41][C:23]2[C:22](=[N:21][NH:20][C:24]=2[NH:25][C:26](=[O:40])[C:27]2[CH:28]=[CH:29][C:30]([N:33]3[CH2:38][CH2:37][N:36]([CH3:39])[CH2:35][CH2:34]3)=[CH:31][CH:32]=2)[C:43]1([CH3:44])[CH3:45])=[O:11], predict the reactants needed to synthesize it. The reactants are: ClC(Cl)(O[C:5](=[O:11])OC(Cl)(Cl)Cl)Cl.Cl.Cl.C(OC([N:20]1[C:24]([NH:25][C:26](=[O:40])[C:27]2[CH:32]=[CH:31][C:30]([N:33]3[CH2:38][CH2:37][N:36]([CH3:39])[CH2:35][CH2:34]3)=[CH:29][CH:28]=2)=[C:23]2[CH2:41][NH:42][C:43]([CH3:45])([CH3:44])[C:22]2=[N:21]1)=O)C.C(N(CC)C(C)C)(C)C.[F:55][C:56]1[CH:61]=[CH:60][CH:59]=[C:58]([F:62])[C:57]=1[NH2:63].